This data is from Full USPTO retrosynthesis dataset with 1.9M reactions from patents (1976-2016). The task is: Predict the reactants needed to synthesize the given product. (1) Given the product [Br:12][C:13]1[CH:14]=[C:15]([C:16](=[O:54])[C:48]([C:47]2[CH:51]=[CH:52][C:44]([O:43][CH2:42][CH2:41][F:40])=[CH:45][CH:46]=2)=[O:49])[CH:36]=[CH:37][C:38]=1[F:39], predict the reactants needed to synthesize it. The reactants are: C[Si]([N-][Si](C)(C)C)(C)C.[Li+].[Br-].[Br:12][C:13]1[CH:14]=[C:15]([CH:36]=[CH:37][C:38]=1[F:39])[CH2:16][P+](C1C=CC=CC=1)(C1C=CC=CC=1)C1C=CC=CC=1.[F:40][CH2:41][CH2:42][O:43][C:44]1[CH:52]=[CH:51][C:47]([C:48](Cl)=[O:49])=[CH:46][CH:45]=1.I([O-])(=O)(=O)=[O:54].[Na+]. (2) Given the product [Cl:1][C:2]1[CH:3]=[C:4]2[CH:13]=[C:11]([C:10]([OH:15])=[O:14])[NH:8][C:5]2=[CH:6][N:7]=1, predict the reactants needed to synthesize it. The reactants are: [Cl:1][C:2]1[N:7]=[CH:6][C:5]([NH2:8])=[C:4](I)[CH:3]=1.[C:10]([OH:15])(=[O:14])[C:11]([CH3:13])=O.C1N2CCN(CC2)C1. (3) Given the product [CH:76]1([S:73]([NH:72][C:70]([C@@:65]2([NH:64][C:18]([C@@H:13]3[CH2:14][C@@H:15]([OH:17])[CH2:16][N:12]3[C:10](=[O:11])[C@@H:9]([NH:8][C:6](=[O:7])[O:5][C:1]([CH3:3])([CH3:4])[CH3:2])[C@H:21]([CH2:29][CH3:30])[CH2:22][CH:23]([CH3:28])[CH2:24][CH2:25][CH:26]=[CH2:27])=[O:19])[CH2:67][C@H:66]2[CH:68]=[CH2:69])=[O:71])(=[O:75])=[O:74])[CH2:78][CH2:77]1, predict the reactants needed to synthesize it. The reactants are: [C:1]([O:5][C:6]([NH:8][C@@H:9]([C@H:21]([CH2:29][CH3:30])[CH2:22][CH:23]([CH3:28])[CH2:24][CH2:25][CH:26]=[CH2:27])[C:10]([N:12]1[CH2:16][C@H:15]([OH:17])[CH2:14][C@H:13]1[C:18](O)=[O:19])=[O:11])=[O:7])([CH3:4])([CH3:3])[CH3:2].CN(C(ON1N=NC2C=CC=NC1=2)=[N+](C)C)C.F[P-](F)(F)(F)(F)F.CCN(C(C)C)C(C)C.[NH2:64][C@:65]1([C:70]([NH:72][S:73]([CH:76]2[CH2:78][CH2:77]2)(=[O:75])=[O:74])=[O:71])[CH2:67][C@H:66]1[CH:68]=[CH2:69]. (4) Given the product [CH2:34]([CH:36]1[CH2:41][O:40][CH2:39][CH2:38][N:37]1[CH2:6][C@H:7]1[CH2:12][N:11]([S:13]([C:16]2[S:17][CH:18]=[CH:19][CH:20]=2)(=[O:14])=[O:15])[CH2:10][CH2:9][N:8]1[C:21]1[CH:22]=[CH:23][C:24]([C:27]([OH:33])([CH3:32])[C:28]([F:31])([F:30])[F:29])=[CH:25][CH:26]=1)[CH3:35], predict the reactants needed to synthesize it. The reactants are: CS(O[CH2:6][C@H:7]1[CH2:12][N:11]([S:13]([C:16]2[S:17][CH:18]=[CH:19][CH:20]=2)(=[O:15])=[O:14])[CH2:10][CH2:9][N:8]1[C:21]1[CH:26]=[CH:25][C:24]([C:27]([OH:33])([CH3:32])[C:28]([F:31])([F:30])[F:29])=[CH:23][CH:22]=1)(=O)=O.[CH2:34]([CH:36]1[CH2:41][O:40][CH2:39][CH2:38][NH:37]1)[CH3:35].C(=O)([O-])[O-].[K+].[K+].